From a dataset of Full USPTO retrosynthesis dataset with 1.9M reactions from patents (1976-2016). Predict the reactants needed to synthesize the given product. Given the product [ClH:1].[CH3:16][C:17]1[CH:23]=[CH:22][C:21]([N+:24]([O-:26])=[O:25])=[CH:20][C:18]=1[NH:19][C:2]1[C:11]2[C:6](=[CH:7][C:8]([O:14][CH3:15])=[C:9]([O:12][CH3:13])[CH:10]=2)[N:5]=[CH:4][N:3]=1, predict the reactants needed to synthesize it. The reactants are: [Cl:1][C:2]1[C:11]2[C:6](=[CH:7][C:8]([O:14][CH3:15])=[C:9]([O:12][CH3:13])[CH:10]=2)[N:5]=[CH:4][N:3]=1.[CH3:16][C:17]1[CH:23]=[CH:22][C:21]([N+:24]([O-:26])=[O:25])=[CH:20][C:18]=1[NH2:19].